The task is: Regression. Given two drug SMILES strings and cell line genomic features, predict the synergy score measuring deviation from expected non-interaction effect.. This data is from NCI-60 drug combinations with 297,098 pairs across 59 cell lines. (1) Drug 1: CS(=O)(=O)CCNCC1=CC=C(O1)C2=CC3=C(C=C2)N=CN=C3NC4=CC(=C(C=C4)OCC5=CC(=CC=C5)F)Cl. Drug 2: C1CN(CCN1C(=O)CCBr)C(=O)CCBr. Cell line: RXF 393. Synergy scores: CSS=4.56, Synergy_ZIP=-2.05, Synergy_Bliss=1.34, Synergy_Loewe=0.820, Synergy_HSA=1.05. (2) Drug 1: CC1=CC2C(CCC3(C2CCC3(C(=O)C)OC(=O)C)C)C4(C1=CC(=O)CC4)C. Drug 2: C1C(C(OC1N2C=NC(=NC2=O)N)CO)O. Cell line: UACC62. Synergy scores: CSS=-0.0970, Synergy_ZIP=-0.807, Synergy_Bliss=-3.70, Synergy_Loewe=-18.2, Synergy_HSA=-3.89. (3) Drug 1: CS(=O)(=O)C1=CC(=C(C=C1)C(=O)NC2=CC(=C(C=C2)Cl)C3=CC=CC=N3)Cl. Drug 2: CCC1(CC2CC(C3=C(CCN(C2)C1)C4=CC=CC=C4N3)(C5=C(C=C6C(=C5)C78CCN9C7C(C=CC9)(C(C(C8N6C=O)(C(=O)OC)O)OC(=O)C)CC)OC)C(=O)OC)O.OS(=O)(=O)O. Cell line: U251. Synergy scores: CSS=43.3, Synergy_ZIP=5.30, Synergy_Bliss=5.65, Synergy_Loewe=-18.0, Synergy_HSA=5.87. (4) Drug 1: C1C(C(OC1N2C=NC3=C(N=C(N=C32)Cl)N)CO)O. Drug 2: B(C(CC(C)C)NC(=O)C(CC1=CC=CC=C1)NC(=O)C2=NC=CN=C2)(O)O. Cell line: T-47D. Synergy scores: CSS=36.2, Synergy_ZIP=-13.0, Synergy_Bliss=-20.1, Synergy_Loewe=-31.9, Synergy_HSA=-18.8. (5) Drug 1: CC1=C(C=C(C=C1)NC(=O)C2=CC=C(C=C2)CN3CCN(CC3)C)NC4=NC=CC(=N4)C5=CN=CC=C5. Drug 2: CCN(CC)CCNC(=O)C1=C(NC(=C1C)C=C2C3=C(C=CC(=C3)F)NC2=O)C. Cell line: LOX IMVI. Synergy scores: CSS=-4.75, Synergy_ZIP=1.37, Synergy_Bliss=0.356, Synergy_Loewe=-32.3, Synergy_HSA=-7.54.